The task is: Predict the reactants needed to synthesize the given product.. This data is from Full USPTO retrosynthesis dataset with 1.9M reactions from patents (1976-2016). (1) Given the product [N:9]1[C:10]2[CH:11]=[CH:12][N:13]=[C:4]([NH2:1])[C:5]=2[CH:6]=[CH:7][CH:8]=1, predict the reactants needed to synthesize it. The reactants are: [N:1]([C:4]1[N:13]=[CH:12][CH:11]=[C:10]2[C:5]=1[CH:6]=[CH:7][CH:8]=[N:9]2)=[N+]=[N-].Cl. (2) Given the product [CH3:18][S:15]([C:8]1[CH:9]=[CH:10][C:11]2[C:12]3[N:13]=[CH:14][C:2]([C:37]4[N:33]([CH3:32])[N:34]=[CH:35][C:36]=4[CH3:47])=[CH:3][C:4]=3[N:5]([C@@H:19]([CH:20]3[CH2:21][CH2:22][O:23][CH2:24][CH2:25]3)[C:26]3[CH:31]=[CH:30][CH:29]=[CH:28][CH:27]=3)[C:6]=2[CH:7]=1)(=[O:16])=[O:17], predict the reactants needed to synthesize it. The reactants are: Br[C:2]1[CH:14]=[N:13][C:12]2[C:11]3[CH:10]=[CH:9][C:8]([S:15]([CH3:18])(=[O:17])=[O:16])=[CH:7][C:6]=3[N:5]([C@H:19]([C:26]3[CH:31]=[CH:30][CH:29]=[CH:28][CH:27]=3)[CH:20]3[CH2:25][CH2:24][O:23][CH2:22][CH2:21]3)[C:4]=2[CH:3]=1.[CH3:32][N:33]1[C:37](B2OC(C)(C)C(C)(C)O2)=[C:36]([CH3:47])[CH:35]=[N:34]1.C(=O)([O-])[O-].[Na+].[Na+].O. (3) Given the product [NH:38]1[C:39]2[C:35](=[C:34]([NH:33][C:31]([NH:13][C@H:10]3[CH2:11][CH2:12][C@@H:8]([C:5]4[S:6][CH:7]=[C:3]([CH3:2])[N:4]=4)[CH2:9]3)=[O:30])[CH:42]=[CH:41][CH:40]=2)[CH:36]=[N:37]1, predict the reactants needed to synthesize it. The reactants are: Cl.[CH3:2][C:3]1[N:4]=[C:5]([C@@H:8]2[CH2:12][CH2:11][C@H:10]([NH2:13])[CH2:9]2)[S:6][CH:7]=1.C(N(C(C)C)CC)(C)C.O=C1CCC(=O)N1[O:30][C:31]([NH:33][C:34]1[CH:42]=[CH:41][CH:40]=[C:39]2[C:35]=1[CH:36]=[N:37][N:38]2C(OC)=O)=O.[OH-].[Na+]. (4) Given the product [CH3:1][C:2]1[N:3]=[C:4]([CH:13]2[O:18][CH2:17][CH2:16][NH:15][CH2:14]2)[NH:5][C:6]=1[C:7]1[CH:8]=[CH:9][CH:10]=[CH:11][CH:12]=1, predict the reactants needed to synthesize it. The reactants are: [CH3:1][C:2]1[N:3]=[C:4]([CH:13]2[O:18][CH2:17][CH2:16][N:15](CC3C=CC=CC=3)[CH2:14]2)[NH:5][C:6]=1[C:7]1[CH:12]=[CH:11][CH:10]=[CH:9][CH:8]=1.Cl. (5) Given the product [CH:1]1([CH2:4][N:5]2[C:13]3[N:12]=[C:11]([CH2:14][C:15]4[CH:16]=[CH:17][C:18]([N:21]([CH3:32])[C:22]([C:24]5[C:25]([CH3:31])=[N:26][N:27]([CH3:30])[CH:28]=5)=[O:23])=[CH:19][CH:20]=4)[NH:10][C:9]=3[C:8](=[O:33])[N:7]([CH2:34][C:35]3[CH:40]=[CH:39][CH:38]=[CH:37][C:36]=3[F:41])[C:6]2=[O:42])[CH2:2][CH2:3]1, predict the reactants needed to synthesize it. The reactants are: [CH:1]1([CH2:4][N:5]2[C:13]3[N:12]=[C:11]([CH2:14][C:15]4[CH:20]=[CH:19][C:18]([N:21]([CH3:32])[C:22]([C:24]5[C:25]([CH3:31])=[N:26][N:27]([CH3:30])[C:28]=5Cl)=[O:23])=[CH:17][CH:16]=4)[NH:10][C:9]=3[C:8](=[O:33])[N:7]([CH2:34][C:35]3[CH:40]=[CH:39][CH:38]=[CH:37][C:36]=3[F:41])[C:6]2=[O:42])[CH2:3][CH2:2]1.C([O-])(=O)C.[Na+].